This data is from Reaction yield outcomes from USPTO patents with 853,638 reactions. The task is: Predict the reaction yield, written as a fraction of the theoretical maximum amount of product (1.0 means a 100% yield; for example, 0.34 means a 34% yield). (1) The reactants are Br[CH2:2][C:3]([O:5][CH2:6][CH3:7])=[O:4].[C:8]([O:12][C:13](=[O:16])[NH:14][NH2:15])([CH3:11])([CH3:10])[CH3:9]. The catalyst is O. The product is [CH2:6]([O:5][C:3](=[O:4])[CH2:2][NH:15][NH:14][C:13]([O:12][C:8]([CH3:11])([CH3:10])[CH3:9])=[O:16])[CH3:7]. The yield is 0.700. (2) The reactants are [OH-].[Na+].[CH3:3][C:4]1[CH:9]=[CH:8][C:7]([C:10]2[C:11](=[O:26])[N:12]([CH2:20][C:21]([O:23]CC)=[O:22])[C:13]3([CH2:19][CH2:18][CH2:17][CH2:16][CH2:15]3)[N:14]=2)=[CH:6][CH:5]=1.O. The catalyst is CO. The product is [CH3:3][C:4]1[CH:5]=[CH:6][C:7]([C:10]2[C:11](=[O:26])[N:12]([CH2:20][C:21]([OH:23])=[O:22])[C:13]3([CH2:19][CH2:18][CH2:17][CH2:16][CH2:15]3)[N:14]=2)=[CH:8][CH:9]=1. The yield is 1.00. (3) The reactants are [Cl:1][C:2]1[CH:3]=[C:4]([O:25][C@H:26]2[CH2:31][CH2:30][C@H:29]([N:32]([CH3:34])[CH3:33])[CH2:28][CH2:27]2)[C:5]2[CH2:16][CH:15]=[CH:14][CH2:13][CH2:12][C:11]3[CH:17]=[C:18]([CH3:22])[NH:19][C:20](=[O:21])[C:10]=3[CH2:9][NH:8][C:7](=[O:23])[C:6]=2[CH:24]=1. The catalyst is CCOC(C)=O.CO.[Pt]. The product is [Cl:1][C:2]1[CH:3]=[C:4]([O:25][C@H:26]2[CH2:27][CH2:28][C@H:29]([N:32]([CH3:33])[CH3:34])[CH2:30][CH2:31]2)[C:5]2[CH2:16][CH2:15][CH2:14][CH2:13][CH2:12][C:11]3[CH:17]=[C:18]([CH3:22])[NH:19][C:20](=[O:21])[C:10]=3[CH2:9][NH:8][C:7](=[O:23])[C:6]=2[CH:24]=1. The yield is 0.770. (4) The reactants are [C:1]([O:5][C:6](=[O:41])[NH:7][C:8]1[C:13]([CH:14]([C:16]2[C:21]([N:22]([S:26]([C:29]3[CH:34]=[CH:33][C:32]([Cl:35])=[C:31]([C:36]([F:39])([F:38])[F:37])[CH:30]=3)(=[O:28])=[O:27])[CH2:23][O:24][CH3:25])=[CH:20][C:19]([Cl:40])=[CH:18][N:17]=2)[OH:15])=[CH:12][CH:11]=[CH:10][N:9]=1)([CH3:4])([CH3:3])[CH3:2]. The catalyst is C1COCC1.O=[Mn]=O. The product is [C:1]([O:5][C:6](=[O:41])[NH:7][C:8]1[C:13]([C:14]([C:16]2[C:21]([N:22]([S:26]([C:29]3[CH:34]=[CH:33][C:32]([Cl:35])=[C:31]([C:36]([F:38])([F:37])[F:39])[CH:30]=3)(=[O:27])=[O:28])[CH2:23][O:24][CH3:25])=[CH:20][C:19]([Cl:40])=[CH:18][N:17]=2)=[O:15])=[CH:12][CH:11]=[CH:10][N:9]=1)([CH3:4])([CH3:2])[CH3:3]. The yield is 0.610. (5) The reactants are [Br:1][C:2]1[N:3]=[C:4]([NH:21][CH2:22][CH:23]([CH3:25])[CH3:24])[C:5]2[N:6]([C:8]([C:11]3[CH:19]=[CH:18][C:14]([C:15](O)=[O:16])=[C:13]([CH3:20])[CH:12]=3)=[CH:9][N:10]=2)[CH:7]=1.[CH:26]1([NH2:29])[CH2:28][CH2:27]1.F[P-](F)(F)(F)(F)F.CN([C+](N(C)C)N1C2C(=NC=CC=2)[N+]([O-])=N1)C.C(N(C(C)C)C(C)C)C. The catalyst is CN1CCCC1=O. The product is [Br:1][C:2]1[N:3]=[C:4]([NH:21][CH2:22][CH:23]([CH3:24])[CH3:25])[C:5]2[N:6]([C:8]([C:11]3[CH:19]=[CH:18][C:14]([C:15]([NH:29][CH:26]4[CH2:28][CH2:27]4)=[O:16])=[C:13]([CH3:20])[CH:12]=3)=[CH:9][N:10]=2)[CH:7]=1. The yield is 0.150. (6) The reactants are Br[C:2]1[N:3]([C:25]2[CH:26]=[N:27][N:28]([CH2:30][CH2:31][CH3:32])[CH:29]=2)[C:4]2[C:9]([C:10]=1[S:11][C:12]1[CH:13]=[C:14]([CH:20]=[CH:21][CH:22]=1)[C:15]([O:17][CH2:18][CH3:19])=[O:16])=[CH:8][CH:7]=[C:6]([Cl:23])[C:5]=2[F:24].CC([O-])=O.[K+].[CH:38]1(B(O)O)[CH2:40][CH2:39]1. The catalyst is COCCOC.CCOC(C)=O.C1C=CC(P(C2C=CC=CC=2)[C-]2C=CC=C2)=CC=1.C1C=CC(P(C2C=CC=CC=2)[C-]2C=CC=C2)=CC=1.Cl[Pd]Cl.[Fe+2]. The product is [Cl:23][C:6]1[C:5]([F:24])=[C:4]2[C:9]([C:10]([S:11][C:12]3[CH:13]=[C:14]([CH:20]=[CH:21][CH:22]=3)[C:15]([O:17][CH2:18][CH3:19])=[O:16])=[C:2]([CH:38]3[CH2:40][CH2:39]3)[N:3]2[C:25]2[CH:26]=[N:27][N:28]([CH2:30][CH2:31][CH3:32])[CH:29]=2)=[CH:8][CH:7]=1. The yield is 0.150. (7) The reactants are Br[CH2:2][C:3]([C:5]1[CH:10]=[CH:9][C:8]([C:11]#[N:12])=[CH:7][CH:6]=1)=O.[C:13]([NH2:21])(=[O:20])[C:14]1[CH:19]=[CH:18][CH:17]=[CH:16][CH:15]=1. No catalyst specified. The product is [C:14]1([C:13]2[O:20][CH:2]=[C:3]([C:5]3[CH:10]=[CH:9][C:8]([C:11]#[N:12])=[CH:7][CH:6]=3)[N:21]=2)[CH:19]=[CH:18][CH:17]=[CH:16][CH:15]=1. The yield is 0.660. (8) The yield is 0.925. The catalyst is C1COCC1.C(Cl)Cl. The reactants are F.F.F.C(N(CC)CC)C.[Si]([O:28][CH2:29][C@H:30]1[O:34][C@@H:33]([N:35]2[CH:42]=[C:41]([CH3:43])[C:39](=[O:40])[NH:38][C:36]2=[O:37])[C@H:32]([O:44][CH2:45][CH2:46][O:47][N:48]([CH3:50])[CH3:49])[C@@H:31]1[OH:51])(C(C)(C)C)(C1C=CC=CC=1)C1C=CC=CC=1.CO. The product is [CH3:49][N:48]([CH3:50])[O:47][CH2:46][CH2:45][O:44][C@@H:32]1[C@H:31]([OH:51])[C@@H:30]([CH2:29][OH:28])[O:34][C@H:33]1[N:35]1[CH:42]=[C:41]([CH3:43])[C:39](=[O:40])[NH:38][C:36]1=[O:37].